Dataset: Blood-brain barrier permeability classification from the B3DB database. Task: Regression/Classification. Given a drug SMILES string, predict its absorption, distribution, metabolism, or excretion properties. Task type varies by dataset: regression for continuous measurements (e.g., permeability, clearance, half-life) or binary classification for categorical outcomes (e.g., BBB penetration, CYP inhibition). Dataset: b3db_classification. (1) The molecule is ClC1C(Cl)C(Cl)C(Cl)C(Cl)C1Cl. The result is 0 (does not penetrate BBB). (2) The drug is Cc1cn(C2CC(O)C(CO)O2)c(=O)[nH]c1=O. The result is 0 (does not penetrate BBB).